Dataset: Drug-target binding data from BindingDB using IC50 measurements. Task: Regression. Given a target protein amino acid sequence and a drug SMILES string, predict the binding affinity score between them. We predict pIC50 (pIC50 = -log10(IC50 in M); higher means more potent). Dataset: bindingdb_ic50. The drug is Cc1c(O)cccc1C(=O)N[C@@H](CSc1ccccc1)[C@H](O)CN1C[C@H]2CCCC[C@H]2C[C@H]1C(=O)NC(C)(C)C. The target protein (Q9UK17) has sequence MAAGVAAWLPFARAAAIGWMPVANCPMPLAPADKNKRQDELIVLNVSGRRFQTWRTTLERYPDTLLGSTEKEFFFNEDTKEYFFDRDPEVFRCVLNFYRTGKLHYPRYECISAYDDELAFYGILPEIIGDCCYEEYKDRKRENAERLMDDNDSENNQESMPSLSFRQTMWRAFENPHTSTLALVFYYVTGFFIAVSVITNVVETVPCGTVPGSKELPCGERYSVAFFCLDTACVMIFTVEYLLRLFAAPSRYRFIRSVMSIIDVVAIMPYYIGLVMTNNEDVSGAFVTLRVFRVFRIFKFSRHSQGLRILGYTLKSCASELGFLLFSLTMAIIIFATVMFYAEKGSSASKFTSIPASFWYTIVTMTTLGYGDMVPKTIAGKIFGSICSLSGVLVIALPVPVIVSNFSRIYHQNQRADKRRAQKKARLARIRVAKTGSSNAYLHSKRNGLLNEALELTGTPEEEHMGKTTSLIESQHHHLLHCLEKTTGLSYLVDDPLLSV.... The pIC50 is 2.3.